This data is from Full USPTO retrosynthesis dataset with 1.9M reactions from patents (1976-2016). The task is: Predict the reactants needed to synthesize the given product. (1) Given the product [Br:1][C:2]1[C:7]([CH3:8])=[CH:6][CH:5]=[CH:4][C:3]=1[CH2:9][CH2:10][O:11][CH3:14], predict the reactants needed to synthesize it. The reactants are: [Br:1][C:2]1[C:7]([CH3:8])=[CH:6][CH:5]=[CH:4][C:3]=1[CH2:9][CH2:10][OH:11].[H-].[Na+].[CH3:14]I.O. (2) The reactants are: [Br:1][C:2]1[CH:7]=[CH:6][C:5]([C:8]([C:10]2[CH:11]=[N:12][CH:13]=[N:14][CH:15]=2)=O)=[C:4]([F:16])[CH:3]=1.[NH:17]([C:19]([O:21][C:22]([CH3:25])([CH3:24])[CH3:23])=[O:20])[NH2:18]. Given the product [Br:1][C:2]1[CH:7]=[CH:6][C:5]([C:8]([C:10]2[CH:11]=[N:12][CH:13]=[N:14][CH:15]=2)=[N:18][NH:17][C:19]([O:21][C:22]([CH3:25])([CH3:24])[CH3:23])=[O:20])=[C:4]([F:16])[CH:3]=1, predict the reactants needed to synthesize it.